This data is from Full USPTO retrosynthesis dataset with 1.9M reactions from patents (1976-2016). The task is: Predict the reactants needed to synthesize the given product. (1) Given the product [CH3:1][O:2][CH2:3][CH2:4][CH2:5][O:6][C:7]1[CH:8]=[C:9]([CH:29]=[CH:30][C:31]=1[O:32][CH3:33])[CH2:10][C@H:11]([CH:26]([CH3:28])[CH3:27])[CH2:12][C@H:13]([NH:18][C:19](=[O:25])[O:20][C:21]([CH3:24])([CH3:23])[CH3:22])[C@@H:14]([OH:17])[CH2:15][NH:16][C:49]([CH:43]1[CH2:48][CH2:47][CH2:46][CH2:45][CH2:44]1)=[O:50], predict the reactants needed to synthesize it. The reactants are: [CH3:1][O:2][CH2:3][CH2:4][CH2:5][O:6][C:7]1[CH:8]=[C:9]([CH:29]=[CH:30][C:31]=1[O:32][CH3:33])[CH2:10][C@H:11]([CH:26]([CH3:28])[CH3:27])[CH2:12][C@H:13]([NH:18][C:19](=[O:25])[O:20][C:21]([CH3:24])([CH3:23])[CH3:22])[C@@H:14]([OH:17])[CH2:15][NH2:16].C(N(C(C)C)CC)(C)C.[CH:43]1([C:49](O)=[O:50])[CH2:48][CH2:47][CH2:46][CH2:45][CH2:44]1.F[P-](F)(F)(F)(F)F.N1(OC(N(C)C)=[N+](C)C)C2C=CC=CC=2N=N1.C1C=CC2N(O)N=NC=2C=1. (2) Given the product [C:13]1([C:10]2[CH:11]=[CH:4][C:3]3[C:2](=[N:9][CH:8]=[CH:7][CH:6]=3)[N:1]=2)[CH:18]=[CH:17][CH:16]=[CH:15][CH:14]=1, predict the reactants needed to synthesize it. The reactants are: [NH2:1][C:2]1[N:9]=[CH:8][CH:7]=[CH:6][C:3]=1[CH:4]=O.[C:10]([C:13]1[CH:18]=[CH:17][CH:16]=[CH:15][CH:14]=1)(=O)[CH3:11]. (3) Given the product [Br:15][C:11]1[CH:10]=[C:9]([CH:14]=[CH:13][CH:12]=1)[O:8][CH2:7][CH2:6][CH2:5][C:4]([OH:16])=[O:3], predict the reactants needed to synthesize it. The reactants are: C([O:3][C:4](=[O:16])[CH2:5][CH2:6][CH2:7][O:8][C:9]1[CH:14]=[CH:13][CH:12]=[C:11]([Br:15])[CH:10]=1)C.[OH-].[K+]. (4) Given the product [F:30][C:29]([F:32])([F:31])[C:28]([NH:27][CH2:26][C:25]1[CH:34]=[CH:35][C:36]([F:37])=[C:23]([CH:20]2[CH2:21][CH2:22][N:17]([C:15]([C:4]3[C:3]4[C:7](=[CH:8][CH:9]=[CH:10][C:2]=4[C:41]4[CH:42]=[CH:43][N:38]=[CH:39][CH:40]=4)[N:6]([CH2:11][CH2:12][O:13][CH3:14])[CH:5]=3)=[O:16])[CH2:18][CH2:19]2)[CH:24]=1)=[O:33], predict the reactants needed to synthesize it. The reactants are: Br[C:2]1[CH:10]=[CH:9][CH:8]=[C:7]2[C:3]=1[C:4]([C:15]([N:17]1[CH2:22][CH2:21][CH:20]([C:23]3[CH:24]=[C:25]([CH:34]=[CH:35][C:36]=3[F:37])[CH2:26][NH:27][C:28](=[O:33])[C:29]([F:32])([F:31])[F:30])[CH2:19][CH2:18]1)=[O:16])=[CH:5][N:6]2[CH2:11][CH2:12][O:13][CH3:14].[N:38]1[CH:43]=[CH:42][C:41](B(O)O)=[CH:40][CH:39]=1.[F-].[Cs+]. (5) Given the product [CH3:1][N:2]1[C:7](=[O:8])[C:6]([NH:9][CH2:10][C:11]2[S:12][C:13]([CH3:16])=[N:14][CH:37]=2)=[CH:5][C:4]([O:17][CH2:18][C@H:19]2[CH2:21][C@@H:20]2[C:22]2[CH:27]=[CH:26][N:34]([CH3:30])[N:23]=2)=[N:3]1, predict the reactants needed to synthesize it. The reactants are: [CH3:1][N:2]1[C:7](=[O:8])[C:6]([NH:9][CH2:10][C:11]2[S:12][C:13]([CH3:16])=[N:14]N=2)=[CH:5][C:4]([O:17][CH2:18][C@H:19]2[CH2:21][C@@H:20]2[C:22]2[CH:27]=[CH:26]C(C)=C[N:23]=2)=[N:3]1.C[C:30]1SC(CN)=C[N:34]=1.[CH:37]1C=CC(P(C2C(C3C(P(C4C=CC=CC=4)C4C=CC=CC=4)=CC=C4C=3C=CC=C4)=C3C(C=CC=C3)=CC=2)C2C=CC=CC=2)=CC=1.CC([O-])(C)C.[Na+].